Dataset: Peptide-MHC class II binding affinity with 134,281 pairs from IEDB. Task: Regression. Given a peptide amino acid sequence and an MHC pseudo amino acid sequence, predict their binding affinity value. This is MHC class II binding data. (1) The peptide sequence is SLQPLALEGSLQSRG. The MHC is DRB1_0401 with pseudo-sequence DRB1_0401. The binding affinity (normalized) is 0.533. (2) The peptide sequence is RGGMVAPLYGVEGTK. The MHC is HLA-DQA10201-DQB10301 with pseudo-sequence HLA-DQA10201-DQB10301. The binding affinity (normalized) is 0. (3) The peptide sequence is SEFAYGSFVRTVSLP. The MHC is DRB1_0901 with pseudo-sequence DRB1_0901. The binding affinity (normalized) is 0.529. (4) The peptide sequence is GVWVLAEPTKGKNER. The MHC is DRB1_0802 with pseudo-sequence DRB1_0802. The binding affinity (normalized) is 0.522. (5) The peptide sequence is LAGDAAGAWRTAAVE. The MHC is HLA-DPA10103-DPB10201 with pseudo-sequence HLA-DPA10103-DPB10201. The binding affinity (normalized) is 0. (6) The peptide sequence is ETVEKIVDQYREPVK. The MHC is DRB1_0101 with pseudo-sequence DRB1_0101. The binding affinity (normalized) is 0.121.